Dataset: Catalyst prediction with 721,799 reactions and 888 catalyst types from USPTO. Task: Predict which catalyst facilitates the given reaction. (1) Reactant: [CH3:1][C:2]1[C:6]2[C:7]([C:11]3[CH:16]=[CH:15][CH:14]=[C:13]([N+:17]([O-:19])=[O:18])[CH:12]=3)=[CH:8][CH:9]=[CH:10][C:5]=2[O:4][C:3]=1[C:20](O)=[O:21].C(Cl)(=O)C(Cl)=O.CN(C=O)C.[CH3:34][O:35][C:36](=[O:58])[C@@H:37]([NH:41][S:42]([C:45]1[CH:50]=[CH:49][C:48]([C:51]2[CH:56]=[CH:55][C:54]([NH2:57])=[CH:53][CH:52]=2)=[CH:47][CH:46]=1)(=[O:44])=[O:43])[CH:38]([CH3:40])[CH3:39]. Product: [CH3:34][O:35][C:36](=[O:58])[C@@H:37]([NH:41][S:42]([C:45]1[CH:50]=[CH:49][C:48]([C:51]2[CH:52]=[CH:53][C:54]([NH:57][C:20]([C:3]3[O:4][C:5]4[CH:10]=[CH:9][CH:8]=[C:7]([C:11]5[CH:16]=[CH:15][CH:14]=[C:13]([N+:17]([O-:19])=[O:18])[CH:12]=5)[C:6]=4[C:2]=3[CH3:1])=[O:21])=[CH:55][CH:56]=2)=[CH:47][CH:46]=1)(=[O:44])=[O:43])[CH:38]([CH3:40])[CH3:39]. The catalyst class is: 17. (2) Reactant: [F:1][C:2]([F:22])([F:21])[C:3]1[CH:20]=[CH:19][C:6]([CH2:7][O:8][N:9]=[C:10]([C:12]2[CH:17]=[CH:16][C:15]([OH:18])=[CH:14][CH:13]=2)[CH3:11])=[CH:5][CH:4]=1.[CH2:23](Cl)[C:24]#[CH:25].CN(C=O)C. Product: [F:1][C:2]([F:21])([F:22])[C:3]1[CH:20]=[CH:19][C:6]([CH2:7][O:8][N:9]=[C:10]([C:12]2[CH:17]=[CH:16][C:15]([O:18][CH2:25][C:24]#[CH:23])=[CH:14][CH:13]=2)[CH3:11])=[CH:5][CH:4]=1. The catalyst class is: 6.